From a dataset of Full USPTO retrosynthesis dataset with 1.9M reactions from patents (1976-2016). Predict the reactants needed to synthesize the given product. Given the product [OH:8][C@@H:3]1[CH2:4][CH2:5][CH2:6][CH2:7][C@H:2]1[NH:1][C:10]1[CH2:14][S:13][C:12](=[O:15])[N:11]=1, predict the reactants needed to synthesize it. The reactants are: [NH2:1][C@@H:2]1[CH2:7][CH2:6][CH2:5][CH2:4][C@H:3]1[OH:8].S=[C:10]1[CH2:14][S:13][C:12](=[O:15])[NH:11]1.